This data is from Forward reaction prediction with 1.9M reactions from USPTO patents (1976-2016). The task is: Predict the product of the given reaction. (1) The product is: [F:110][C:108]1[CH:109]=[C:104]([CH2:103][C@H:102]([NH:112][C:113](=[O:135])[C:114]2[CH:119]=[C:118]([C:120]3[O:121][CH:122]=[CH:123][N:124]=3)[CH:117]=[C:116]([C:125]([N:127]3[CH2:131][CH2:130][CH2:129][C@@H:128]3[CH2:132][O:133][CH3:134])=[O:126])[CH:115]=2)[C@H:101]([OH:100])[C@H:136]2[CH2:140][C@@H:139]([O:141][CH2:142][CH2:143][CH3:144])[CH2:138][NH:137]2)[CH:105]=[C:106]([F:111])[CH:107]=1. Given the reactants [Si](O[C@H]([C@H]1C[C@@H](OCCC)CN1C(OC(C)(C)C)=O)[C@@H](NC(=O)C1C=CC=C(C(OC)=O)C=1)CC1C=C(F)C=C(F)C=1)(C(C)(C)C)(C)C.FC1C=C(C[C@H](NC(=O)C2C=C(C3OC=CN=3)C=C(C(N(CCC)CCC)=O)C=2)[C@H](O)[C@H]2C[C@@H](OCCC)CN2)C=C(F)C=1.[Si]([O:100][C@H:101]([C@H:136]1[CH2:140][C@@H:139]([O:141][CH2:142][CH2:143][CH3:144])[CH2:138][N:137]1C(OC(C)(C)C)=O)[C@@H:102]([NH:112][C:113](=[O:135])[C:114]1[CH:119]=[C:118]([C:120]2[O:121][CH:122]=[CH:123][N:124]=2)[CH:117]=[C:116]([C:125]([N:127]2[CH2:131][CH2:130][CH2:129][C@@H:128]2[CH2:132][O:133][CH3:134])=[O:126])[CH:115]=1)[CH2:103][C:104]1[CH:109]=[C:108]([F:110])[CH:107]=[C:106]([F:111])[CH:105]=1)(C(C)(C)C)(C)C, predict the reaction product. (2) Given the reactants Br[C:2]1[S:3][C:4]([C:7]2[CH:12]=[CH:11][C:10]([O:13][CH:14]([CH3:16])[CH3:15])=[C:9]([C:17]([F:20])([F:19])[F:18])[CH:8]=2)=[N:5][N:6]=1.[CH2:21]([C:23]1[C:28](/[CH:29]=[CH:30]/[O:31][CH3:32])=[CH:27][CH:26]=[CH:25][C:24]=1B1OC(C)(C)C(C)(C)O1)[CH3:22].P([O-])([O-])([O-])=O.[K+].[K+].[K+], predict the reaction product. The product is: [CH2:21]([C:23]1[C:28](/[CH:29]=[CH:30]/[O:31][CH3:32])=[CH:27][CH:26]=[CH:25][C:24]=1[C:2]1[S:3][C:4]([C:7]2[CH:12]=[CH:11][C:10]([O:13][CH:14]([CH3:16])[CH3:15])=[C:9]([C:17]([F:20])([F:19])[F:18])[CH:8]=2)=[N:5][N:6]=1)[CH3:22]. (3) Given the reactants [CH3:1][C:2]1([CH3:12])[O:6][C:5](=[CH:7][C:8](Cl)=[O:9])[C:4](=[O:11])[O:3]1.[F:13][C:14]1[CH:15]=[C:16]([CH:21]=[CH:22][C:23]=1[CH3:24])[CH2:17][NH:18][O:19][CH3:20], predict the reaction product. The product is: [CH3:1][C:2]1([CH3:12])[O:6][C:5](=[CH:7][C:8]([N:18]([CH2:17][C:16]2[CH:21]=[CH:22][C:23]([CH3:24])=[C:14]([F:13])[CH:15]=2)[O:19][CH3:20])=[O:9])[C:4](=[O:11])[O:3]1.